Dataset: Forward reaction prediction with 1.9M reactions from USPTO patents (1976-2016). Task: Predict the product of the given reaction. (1) Given the reactants CO.[BH4-].[Na+].[CH3:5][O:6][C:7]1[CH:8]=[CH:9][C:10]2[N:11]([N:13]=[C:14]([C:28]3[CH:33]=[CH:32][C:31]([CH3:34])=[CH:30][CH:29]=3)[C:15]=2[C:16]([C:18]2[N:23]=[C:22]([C:24]([O:26][CH3:27])=[O:25])[CH:21]=[CH:20][CH:19]=2)=[O:17])[CH:12]=1.[Cl-].[NH4+], predict the reaction product. The product is: [OH:17][CH:16]([C:15]1[C:14]([C:28]2[CH:33]=[CH:32][C:31]([CH3:34])=[CH:30][CH:29]=2)=[N:13][N:11]2[CH:12]=[C:7]([O:6][CH3:5])[CH:8]=[CH:9][C:10]=12)[C:18]1[N:23]=[C:22]([C:24]([O:26][CH3:27])=[O:25])[CH:21]=[CH:20][CH:19]=1. (2) Given the reactants [F:1][C:2]1[CH:7]=[C:6]([F:8])[C:5]([F:9])=[CH:4][C:3]=1[NH:10][C:11](=[O:16])[C:12]([CH3:15])([CH3:14])[CH3:13].[Li+].CC([N-]C(C)C)C.[O:25]1[CH2:30][CH2:29][N:28]([C:31]2[CH:32]=[N:33][C:34]3[C:39]([N:40]=2)=[CH:38][C:37]([CH:41]=[O:42])=[CH:36][CH:35]=3)[CH2:27][CH2:26]1, predict the reaction product. The product is: [F:1][C:2]1[C:7]([CH:41]([OH:42])[C:37]2[CH:38]=[C:39]3[C:34](=[CH:35][CH:36]=2)[N:33]=[CH:32][C:31]([N:28]2[CH2:29][CH2:30][O:25][CH2:26][CH2:27]2)=[N:40]3)=[C:6]([F:8])[C:5]([F:9])=[CH:4][C:3]=1[NH:10][C:11](=[O:16])[C:12]([CH3:13])([CH3:15])[CH3:14]. (3) Given the reactants [NH2:1][C:2]1[CH:28]=[CH:27][C:5]([CH2:6][C:7]2[C:16]3[NH:17][C:18]4[CH:19]=[CH:20][CH:21]=[CH:22][C:23]=4[C:15]=3[C:14]3[C:13](=[O:24])[CH2:12][C:11]([CH3:26])([CH3:25])[CH2:10][C:9]=3[N:8]=2)=[CH:4][CH:3]=1.[C:29](Cl)(=[O:32])[CH2:30][CH3:31], predict the reaction product. The product is: [CH3:25][C:11]1([CH3:26])[CH2:10][C:9]2[N:8]=[C:7]([CH2:6][C:5]3[CH:4]=[CH:3][C:2]([NH:1][C:29](=[O:32])[CH2:30][CH3:31])=[CH:28][CH:27]=3)[C:16]3[NH:17][C:18]4[CH:19]=[CH:20][CH:21]=[CH:22][C:23]=4[C:15]=3[C:14]=2[C:13](=[O:24])[CH2:12]1. (4) Given the reactants [CH2:1]([O:3][C:4]1[CH:9]=[CH:8][CH:7]=[CH:6][C:5]=1Br)[CH3:2].[OH:11][C:12]1[CH:17]=[CH:16][C:15]([CH:18]([C:24]#[C:25][CH3:26])[CH2:19][C:20]([O:22]C)=[O:21])=[CH:14][CH:13]=1, predict the reaction product. The product is: [O:3]([CH2:1][CH2:2][O:11][C:12]1[CH:13]=[CH:14][C:15]([CH:18]([C:24]#[C:25][CH3:26])[CH2:19][C:20]([OH:22])=[O:21])=[CH:16][CH:17]=1)[C:4]1[CH:9]=[CH:8][CH:7]=[CH:6][CH:5]=1. (5) Given the reactants [F:1][C:2]1([F:19])[CH2:8][N:7]([C:9]2[N:13]([CH3:14])[N:12]=[CH:11][C:10]=2[N+:15]([O-:17])=[O:16])[CH2:6][CH2:5][CH:4](N)[CH2:3]1.[CH2:20]=O.[C:22]([BH3-])#[N:23].[Na+], predict the reaction product. The product is: [F:1][C:2]1([F:19])[CH2:8][N:7]([C:9]2[N:13]([CH3:14])[N:12]=[CH:11][C:10]=2[N+:15]([O-:17])=[O:16])[CH2:6][CH2:5][CH:4]([N:23]([CH3:22])[CH3:20])[CH2:3]1.